This data is from Full USPTO retrosynthesis dataset with 1.9M reactions from patents (1976-2016). The task is: Predict the reactants needed to synthesize the given product. Given the product [Br:1][C:2]1[CH:11]=[CH:10][C:5]([C:6]([O:8][CH3:9])=[O:7])=[C:4]([O:12][CH2:22][C:21]#[CH:20])[CH:3]=1, predict the reactants needed to synthesize it. The reactants are: [Br:1][C:2]1[CH:11]=[CH:10][C:5]([C:6]([O:8][CH3:9])=[O:7])=[C:4]([OH:12])[CH:3]=1.C(=O)([O-])[O-].[K+].[K+].Br[CH2:20][C:21]#[CH:22].